This data is from Peptide-MHC class I binding affinity with 185,985 pairs from IEDB/IMGT. The task is: Regression. Given a peptide amino acid sequence and an MHC pseudo amino acid sequence, predict their binding affinity value. This is MHC class I binding data. (1) The peptide sequence is IAVARKHHT. The MHC is HLA-A24:02 with pseudo-sequence HLA-A24:02. The binding affinity (normalized) is 0.00108. (2) The peptide sequence is SRLKPSSFK. The MHC is HLA-A01:01 with pseudo-sequence HLA-A01:01. The binding affinity (normalized) is 0.0847. (3) The peptide sequence is WPEIVGAIV. The MHC is HLA-A03:01 with pseudo-sequence HLA-A03:01. The binding affinity (normalized) is 0.0847. (4) The peptide sequence is FYYEYFEL. The MHC is HLA-A02:02 with pseudo-sequence HLA-A02:02. The binding affinity (normalized) is 0.238. (5) The peptide sequence is HVPTRGTAM. The MHC is HLA-B35:01 with pseudo-sequence HLA-B35:01. The binding affinity (normalized) is 0.662. (6) The peptide sequence is IARLVYKAR. The MHC is HLA-B08:01 with pseudo-sequence HLA-B08:01. The binding affinity (normalized) is 0.0847.